Dataset: Forward reaction prediction with 1.9M reactions from USPTO patents (1976-2016). Task: Predict the product of the given reaction. (1) Given the reactants Cl[C:2]1[N:3]=[CH:4][C:5]2[N:10]=[N:9][N:8]([C:11]3[CH:16]=[CH:15][C:14]([O:17][CH3:18])=[CH:13][CH:12]=3)[C:6]=2[N:7]=1.[C:19]([O:23][C:24](=[O:31])[NH:25][C@H:26]1[CH2:29][C@@H:28]([NH2:30])[CH2:27]1)([CH3:22])([CH3:21])[CH3:20], predict the reaction product. The product is: [C:19]([O:23][C:24](=[O:31])[NH:25][C@H:26]1[CH2:29][C@@H:28]([NH:30][C:2]2[N:3]=[CH:4][C:5]3[N:10]=[N:9][N:8]([C:11]4[CH:16]=[CH:15][C:14]([O:17][CH3:18])=[CH:13][CH:12]=4)[C:6]=3[N:7]=2)[CH2:27]1)([CH3:22])([CH3:20])[CH3:21]. (2) Given the reactants [F:1][C:2]([F:20])([F:19])[C:3]1[CH:8]=[CH:7][N:6]=[C:5]([NH:9][C:10](=[O:18])OC2C=CC=CC=2)[CH:4]=1.[NH2:21][CH:22]([CH2:27][CH:28]=[CH2:29])[C:23]([O:25][CH3:26])=[O:24], predict the reaction product. The product is: [F:20][C:2]([F:1])([F:19])[C:3]1[CH:8]=[CH:7][N:6]=[C:5]([NH:9][C:10]([NH:21][CH:22]([CH2:27][CH:28]=[CH2:29])[C:23]([O:25][CH3:26])=[O:24])=[O:18])[CH:4]=1. (3) The product is: [Br:29][C:24]1[CH:23]=[C:22]([CH:27]=[C:26]([Cl:28])[CH:25]=1)[O:21][C:15]1[C:14]([Cl:13])=[CH:19][CH:18]=[C:17]([F:20])[C:16]=1[CH:33]=[O:34]. Given the reactants C(NC(C)C)(C)C.C([Li])CCC.[Cl:13][C:14]1[CH:19]=[CH:18][C:17]([F:20])=[CH:16][C:15]=1[O:21][C:22]1[CH:27]=[C:26]([Cl:28])[CH:25]=[C:24]([Br:29])[CH:23]=1.CN([CH:33]=[O:34])C, predict the reaction product. (4) Given the reactants Cl[CH2:2][C:3]([N:5]1[CH2:10][CH2:9][CH:8](/[CH:11]=[CH:12]/[C:13]2[CH:18]=[CH:17][C:16]([Cl:19])=[CH:15][CH:14]=2)[CH2:7][CH2:6]1)=[O:4].[NH:20]1[CH2:25][CH2:24][CH2:23][CH:22]([OH:26])[CH2:21]1.C(=O)([O-])[O-].[K+].[K+], predict the reaction product. The product is: [Cl:19][C:16]1[CH:17]=[CH:18][C:13](/[CH:12]=[CH:11]/[CH:8]2[CH2:9][CH2:10][N:5]([C:3](=[O:4])[CH2:2][N:20]3[CH2:25][CH2:24][CH2:23][CH:22]([OH:26])[CH2:21]3)[CH2:6][CH2:7]2)=[CH:14][CH:15]=1. (5) Given the reactants [OH:1][C:2]1[CH:11]=[CH:10][C:5]([C:6]([O:8][CH3:9])=[O:7])=[CH:4][CH:3]=1.C(=O)([O-])[O-].[K+].[K+].[CH3:18][C:19]([CH3:21])=O.C(Br)C=C, predict the reaction product. The product is: [CH2:21]([O:1][C:2]1[CH:3]=[CH:4][C:5]([C:6]([O:8][CH3:9])=[O:7])=[CH:10][CH:11]=1)[CH:19]=[CH2:18]. (6) The product is: [Cl:33][C:30]1[CH:31]=[CH:32][C:27]([CH2:26][C:17]2[N:18]=[C:19]([O:22][CH2:23][CH2:24][CH3:25])[C:20]3[N:21]=[C:13]([C:9]4[CH:10]=[C:11]([CH3:12])[C:6]([O:5][CH2:4][CH2:3][CH2:2][N:35]5[CH2:40][CH2:39][O:38][CH2:37][CH2:36]5)=[C:7]([CH3:34])[CH:8]=4)[O:14][C:15]=3[N:16]=2)=[CH:28][CH:29]=1. Given the reactants Br[CH2:2][CH2:3][CH2:4][O:5][C:6]1[C:11]([CH3:12])=[CH:10][C:9]([C:13]2[O:14][C:15]3[N:16]=[C:17]([CH2:26][C:27]4[CH:32]=[CH:31][C:30]([Cl:33])=[CH:29][CH:28]=4)[N:18]=[C:19]([O:22][CH2:23][CH2:24][CH3:25])[C:20]=3[N:21]=2)=[CH:8][C:7]=1[CH3:34].[NH:35]1[CH2:40][CH2:39][O:38][CH2:37][CH2:36]1.C(=O)([O-])[O-].[K+].[K+], predict the reaction product.